Dataset: Reaction yield outcomes from USPTO patents with 853,638 reactions. Task: Predict the reaction yield, written as a fraction of the theoretical maximum amount of product (1.0 means a 100% yield; for example, 0.34 means a 34% yield). The reactants are C(=O)(OC)[O:2][C:3]1[CH:8]=[C:7]([N+:9]([O-:11])=[O:10])[C:6]([F:12])=[CH:5][C:4]=1[Cl:13].[OH-].[Na+]. The catalyst is O. The product is [Cl:13][C:4]1[CH:5]=[C:6]([F:12])[C:7]([N+:9]([O-:11])=[O:10])=[CH:8][C:3]=1[OH:2]. The yield is 0.980.